Dataset: Full USPTO retrosynthesis dataset with 1.9M reactions from patents (1976-2016). Task: Predict the reactants needed to synthesize the given product. (1) Given the product [Cl:21][C:17]1[CH:16]=[C:15]([C:10]2[C:9]3[CH2:8][CH:7]([CH3:22])[CH2:6][CH2:5][C:4]=3[N:3]=[C:2]([N:23]3[CH2:28][CH2:27][CH2:26][CH2:25][CH2:24]3)[C:11]=2[C:12]([OH:14])=[O:13])[CH:20]=[CH:19][CH:18]=1, predict the reactants needed to synthesize it. The reactants are: Cl[C:2]1[C:11]([C:12]([OH:14])=[O:13])=[C:10]([C:15]2[CH:20]=[CH:19][CH:18]=[C:17]([Cl:21])[CH:16]=2)[C:9]2[CH2:8][CH:7]([CH3:22])[CH2:6][CH2:5][C:4]=2[N:3]=1.[NH:23]1[CH2:28][CH2:27][CH2:26][CH2:25][CH2:24]1.C(=O)([O-])[O-].[K+].[K+]. (2) Given the product [F:1][C:2]1[CH:25]=[CH:24][CH:23]=[CH:22][C:3]=1[CH2:4][N:5]1[C:13]2[C:8](=[CH:9][CH:10]=[CH:11][CH:12]=2)[C:7]([C:14]2[N:19]=[C:18]([NH:20][C:28]3[CH:33]=[CH:32][N:31]=[CH:30][CH:29]=3)[CH:17]=[C:16]([NH2:21])[N:15]=2)=[N:6]1, predict the reactants needed to synthesize it. The reactants are: [F:1][C:2]1[CH:25]=[CH:24][CH:23]=[CH:22][C:3]=1[CH2:4][N:5]1[C:13]2[C:8](=[CH:9][CH:10]=[CH:11][CH:12]=2)[C:7]([C:14]2[N:19]=[C:18]([NH2:20])[CH:17]=[C:16]([NH2:21])[N:15]=2)=[N:6]1.Cl.Br[C:28]1[CH:33]=[CH:32][N:31]=[CH:30][CH:29]=1.C1C=CC(P(C2C=CC3C(=CC=CC=3)C=2C2C3C(=CC=CC=3)C=CC=2P(C2C=CC=CC=2)C2C=CC=CC=2)C2C=CC=CC=2)=CC=1.